From a dataset of Forward reaction prediction with 1.9M reactions from USPTO patents (1976-2016). Predict the product of the given reaction. (1) Given the reactants C([O:3][C:4]([O:6][N:7]=[C:8]([C:10]1[CH:15]=[CH:14][CH:13]=[CH:12][CH:11]=1)[NH2:9])=O)C.[OH-].[Na+].Cl, predict the reaction product. The product is: [C:10]1([C:8]2[NH:9][CH:4]([OH:3])[O:6][N:7]=2)[CH:15]=[CH:14][CH:13]=[CH:12][CH:11]=1. (2) Given the reactants [CH:1]1(O)[C:11]2=[C:12]3[C:7](=[CH:8][CH:9]=[CH:10]2)[CH2:6][CH2:5][CH2:4][CH:3]3[CH2:2]1.C1(P([N:28]=[N+]=[N-])(C2C=CC=CC=2)=O)C=CC=CC=1.C1(C2CCCCCCCCCC=2)CCCCCCCCNN=1.O, predict the reaction product. The product is: [CH:1]1([NH2:28])[C:11]2=[C:12]3[C:7](=[CH:8][CH:9]=[CH:10]2)[CH2:6][CH2:5][CH2:4][CH:3]3[CH2:2]1. (3) Given the reactants [C:1]([C:3]1[N:4]=[CH:5][C:6]([NH:16][C@H:17]([CH2:21][CH:22]([CH3:24])[CH3:23])[C:18]([NH2:20])=[O:19])=[N:7][C:8]=1[NH:9][C:10]1[S:14][N:13]=[C:12]([CH3:15])[CH:11]=1)#[N:2].[OH-].[Na+].OO.CC(O)=[O:31], predict the reaction product. The product is: [NH2:20][C:18](=[O:19])[C@H:17]([NH:16][C:6]1[N:7]=[C:8]([NH:9][C:10]2[S:14][N:13]=[C:12]([CH3:15])[CH:11]=2)[C:3]([C:1]([NH2:2])=[O:31])=[N:4][CH:5]=1)[CH2:21][CH:22]([CH3:24])[CH3:23]. (4) Given the reactants [NH:1]1[CH2:6][CH2:5][CH:4]([N:7]2[CH2:12][CH2:11][CH:10]([N:13]3[C@@H:22]4[C@H:17]([CH2:18][CH2:19][CH2:20][CH2:21]4)[O:16][CH2:15][C:14]3=[O:23])[CH2:9][CH2:8]2)[CH2:3][CH2:2]1.Cl[C:25]([O:27][CH:28]([CH3:30])[CH3:29])=[O:26].C(N(CC)CC)C.C([O-])(O)=O.[Na+], predict the reaction product. The product is: [O:23]=[C:14]1[N:13]([CH:10]2[CH2:9][CH2:8][N:7]([CH:4]3[CH2:5][CH2:6][N:1]([C:25]([O:27][CH:28]([CH3:30])[CH3:29])=[O:26])[CH2:2][CH2:3]3)[CH2:12][CH2:11]2)[C@@H:22]2[C@H:17]([CH2:18][CH2:19][CH2:20][CH2:21]2)[O:16][CH2:15]1. (5) Given the reactants Cl[C:2]1[C:7]([N+:8]([O-:10])=[O:9])=[CH:6][CH:5]=[CH:4][N:3]=1.[CH:11]1[C:19]2[C:18]3[CH:20]=[CH:21][CH:22]=[CH:23][C:17]=3[O:16][C:15]=2[C:14]([NH2:24])=[CH:13][CH:12]=1.C(N(CC)CC)C, predict the reaction product. The product is: [CH:11]1[C:19]2[C:18]3[CH:20]=[CH:21][CH:22]=[CH:23][C:17]=3[O:16][C:15]=2[C:14]([NH:24][C:2]2[C:7]([N+:8]([O-:10])=[O:9])=[CH:6][CH:5]=[CH:4][N:3]=2)=[CH:13][CH:12]=1. (6) Given the reactants Cl[C:2]1[CH:3]=[C:4]([C:14]([NH:16][CH2:17][C:18]2[CH:23]=[CH:22][C:21]([O:24][CH3:25])=[C:20]([O:26][CH3:27])[CH:19]=2)=[O:15])[C:5]([C:8]2[CH:9]=[N:10][CH:11]=[CH:12][CH:13]=2)=[N:6][CH:7]=1.[Cl:28][C:29]1[CH:30]=[C:31](B(O)O)[CH:32]=[C:33]([Cl:35])[CH:34]=1.C1(CNCC2CCCCC2)CCCCC1, predict the reaction product. The product is: [Cl:28][C:29]1[CH:30]=[C:31]([C:2]2[CH:3]=[C:4]([C:14]([NH:16][CH2:17][C:18]3[CH:23]=[CH:22][C:21]([O:24][CH3:25])=[C:20]([O:26][CH3:27])[CH:19]=3)=[O:15])[C:5]([C:8]3[CH:9]=[N:10][CH:11]=[CH:12][CH:13]=3)=[N:6][CH:7]=2)[CH:32]=[C:33]([Cl:35])[CH:34]=1. (7) Given the reactants [C:1]1([C:7]2[NH:8][C:9]3[CH:10]=[CH:11][CH:12]=[C:13]4[C:19](=[O:20])[NH:18][CH2:17][CH2:16][C:15]=2[C:14]=34)C=C[CH:4]=[CH:3][CH:2]=1.[NH:21]1C=CC=C1B(O)O, predict the reaction product. The product is: [NH:21]1[CH:4]=[CH:3][CH:2]=[C:1]1[C:7]1[NH:8][C:9]2[CH:10]=[CH:11][CH:12]=[C:13]3[C:19](=[O:20])[NH:18][CH2:17][CH2:16][C:15]=1[C:14]=23. (8) Given the reactants [NH2:1][CH:2]1[CH2:7][CH2:6][N:5]([C:8]([O:10][C:11]([CH3:14])([CH3:13])[CH3:12])=[O:9])[CH2:4][CH2:3]1.Br[C:16]1[CH:21]=[CH:20][C:19]([F:22])=[CH:18][CH:17]=1.C1(P(C2CCCCC2)C2C=CC=CC=2C2C(N(C)C)=CC=CC=2)CCCCC1, predict the reaction product. The product is: [F:22][C:19]1[CH:20]=[CH:21][C:16]([NH:1][CH:2]2[CH2:3][CH2:4][N:5]([C:8]([O:10][C:11]([CH3:14])([CH3:13])[CH3:12])=[O:9])[CH2:6][CH2:7]2)=[CH:17][CH:18]=1. (9) Given the reactants [Br:1]P(Br)Br.O[CH:6]([C:8]1[CH:9]=[C:10]([C:25]([N:27]([CH3:29])[CH3:28])=[O:26])[CH:11]=[C:12]2[C:17]=1[O:16][C:15]([N:18]1[CH2:23][CH2:22][O:21][CH2:20][CH2:19]1)=[CH:14][C:13]2=[O:24])[CH3:7], predict the reaction product. The product is: [BrH:1].[Br:1][CH:6]([C:8]1[CH:9]=[C:10]([C:25]([N:27]([CH3:29])[CH3:28])=[O:26])[CH:11]=[C:12]2[C:17]=1[O:16][C:15]([N:18]1[CH2:23][CH2:22][O:21][CH2:20][CH2:19]1)=[CH:14][C:13]2=[O:24])[CH3:7]. (10) The product is: [F:1][C:2]1[CH:7]=[CH:6][C:5]([CH:8]([OH:30])[CH:9]([CH2:15][C:16]2[CH:21]=[CH:20][CH:19]=[C:18]([CH:22]([OH:29])[C:23]([F:28])([F:27])[CH:24]([F:25])[F:26])[CH:17]=2)[C:10]([OH:12])=[O:11])=[CH:4][CH:3]=1. Given the reactants [F:1][C:2]1[CH:7]=[CH:6][C:5]([CH:8]([OH:30])[CH:9]([CH2:15][C:16]2[CH:21]=[CH:20][CH:19]=[C:18]([CH:22]([OH:29])[C:23]([F:28])([F:27])[CH:24]([F:26])[F:25])[CH:17]=2)[C:10]([O:12]CC)=[O:11])=[CH:4][CH:3]=1.[OH-].[Na+].CO.O, predict the reaction product.